From a dataset of Forward reaction prediction with 1.9M reactions from USPTO patents (1976-2016). Predict the product of the given reaction. (1) Given the reactants [CH2:1]=[C:2]([O:5][Si](C)(C)C)[CH:3]=[CH2:4].[CH3:10][S:11]([CH:14]=[CH2:15])(=[O:13])=[O:12], predict the reaction product. The product is: [CH3:10][S:11]([CH:14]1[CH2:4][CH2:3][C:2](=[O:1])[CH2:5][CH2:15]1)(=[O:13])=[O:12]. (2) Given the reactants F[C:2]1[CH:9]=[C:8]([C:10]2[C:19]3[CH2:18][CH2:17][CH2:16][C:15](=[O:20])[C:14]=3[CH:13]=[CH:12][CH:11]=2)[CH:7]=[CH:6][C:3]=1[C:4]#[N:5].[NH2:21][CH:22]1[CH2:27][CH2:26][O:25][CH2:24][CH2:23]1.C(N(C(C)C)CC)(C)C.O, predict the reaction product. The product is: [O:20]=[C:15]1[CH2:16][CH2:17][CH2:18][C:19]2[C:10]([C:8]3[CH:7]=[CH:6][C:3]([C:4]#[N:5])=[C:2]([NH:21][CH:22]4[CH2:27][CH2:26][O:25][CH2:24][CH2:23]4)[CH:9]=3)=[CH:11][CH:12]=[CH:13][C:14]1=2. (3) Given the reactants C(O[CH:4](OCC)[CH2:5][NH:6][C:7](=[O:19])[C:8]1[CH:13]=[CH:12][CH:11]=[C:10]([O:14][CH3:15])[C:9]=1[N+:16]([O-:18])=[O:17])C, predict the reaction product. The product is: [CH3:15][O:14][C:10]1[C:9]([N+:16]([O-:18])=[O:17])=[C:8]2[C:13]([CH:4]=[CH:5][NH:6][C:7]2=[O:19])=[CH:12][CH:11]=1. (4) Given the reactants [N+:1](C(Br)C1C=CC=CC=1)([O-:3])=[O:2].C([O:14][P:15]([O:19][CH2:20][CH3:21])[O:16][CH2:17][CH3:18])C.[C:22]1([CH3:28])[CH:27]=[CH:26][CH:25]=[CH:24][CH:23]=1, predict the reaction product. The product is: [CH2:20]([O:19][P:15]([CH2:28][C:22]1[CH:27]=[CH:26][CH:25]=[CH:24][C:23]=1[N+:1]([O-:3])=[O:2])(=[O:14])[O:16][CH2:17][CH3:18])[CH3:21]. (5) The product is: [C:1]([O:5][C:6]([N:8]1[CH2:13][CH2:12][CH:11]([CH2:14][CH2:15][O:16][CH:17]2[CH2:22][CH2:21][CH2:20][CH2:19][CH2:18]2)[CH2:10][CH2:9]1)=[O:7])([CH3:4])([CH3:3])[CH3:2]. Given the reactants [C:1]([O:5][C:6]([N:8]1[CH2:13][CH2:12][CH:11]([CH2:14][CH2:15][OH:16])[CH2:10][CH2:9]1)=[O:7])([CH3:4])([CH3:3])[CH3:2].[C:17]1(=O)[CH2:22][CH2:21][CH2:20][CH2:19][CH2:18]1.[SiH](CC)(CC)CC, predict the reaction product. (6) Given the reactants O1[C:5]2([CH2:9][CH2:8][N:7]([CH2:10][C:11]3[NH:12][C:13](=[O:26])[C:14]4[S:19][C:18]([C:20]5[CH:21]=[N:22][NH:23][C:24]=5[CH3:25])=[CH:17][C:15]=4[N:16]=3)[CH2:6]2)[O:4]CC1.Cl.C(=O)([O-])O.[Na+], predict the reaction product. The product is: [CH3:25][C:24]1[NH:23][N:22]=[CH:21][C:20]=1[C:18]1[S:19][C:14]2[C:13](=[O:26])[NH:12][C:11]([CH2:10][N:7]3[CH2:8][CH2:9][C:5](=[O:4])[CH2:6]3)=[N:16][C:15]=2[CH:17]=1. (7) Given the reactants [OH-].[K+].C([O:5][C:6]([C:8]1([CH2:11][CH2:12][CH2:13][CH2:14][CH2:15][CH2:16][CH2:17][CH2:18][CH2:19][CH2:20][CH2:21][CH2:22][C:23]2([CH2:26][O:27][CH3:28])[CH2:25][CH2:24]2)[CH2:10][CH2:9]1)=[O:7])C.Cl, predict the reaction product. The product is: [CH3:28][O:27][CH2:26][C:23]1([CH2:22][CH2:21][CH2:20][CH2:19][CH2:18][CH2:17][CH2:16][CH2:15][CH2:14][CH2:13][CH2:12][CH2:11][C:8]2([C:6]([OH:7])=[O:5])[CH2:10][CH2:9]2)[CH2:24][CH2:25]1.